From a dataset of NCI-60 drug combinations with 297,098 pairs across 59 cell lines. Regression. Given two drug SMILES strings and cell line genomic features, predict the synergy score measuring deviation from expected non-interaction effect. (1) Drug 1: C(=O)(N)NO. Drug 2: CC1=C(C=C(C=C1)C(=O)NC2=CC(=CC(=C2)C(F)(F)F)N3C=C(N=C3)C)NC4=NC=CC(=N4)C5=CN=CC=C5. Cell line: UO-31. Synergy scores: CSS=2.58, Synergy_ZIP=4.94, Synergy_Bliss=1.36, Synergy_Loewe=0.841, Synergy_HSA=1.11. (2) Drug 1: CC1=C2C(C(=O)C3(C(CC4C(C3C(C(C2(C)C)(CC1OC(=O)C(C(C5=CC=CC=C5)NC(=O)C6=CC=CC=C6)O)O)OC(=O)C7=CC=CC=C7)(CO4)OC(=O)C)O)C)OC(=O)C. Drug 2: CCCCC(=O)OCC(=O)C1(CC(C2=C(C1)C(=C3C(=C2O)C(=O)C4=C(C3=O)C=CC=C4OC)O)OC5CC(C(C(O5)C)O)NC(=O)C(F)(F)F)O. Cell line: IGROV1. Synergy scores: CSS=6.36, Synergy_ZIP=-5.46, Synergy_Bliss=-6.77, Synergy_Loewe=-8.86, Synergy_HSA=-7.63. (3) Drug 1: C1=CC(=C2C(=C1NCCNCCO)C(=O)C3=C(C=CC(=C3C2=O)O)O)NCCNCCO. Drug 2: CC1OCC2C(O1)C(C(C(O2)OC3C4COC(=O)C4C(C5=CC6=C(C=C35)OCO6)C7=CC(=C(C(=C7)OC)O)OC)O)O. Cell line: U251. Synergy scores: CSS=74.5, Synergy_ZIP=3.24, Synergy_Bliss=2.26, Synergy_Loewe=5.48, Synergy_HSA=8.20. (4) Drug 2: C1CC(C1)(C(=O)O)C(=O)O.[NH2-].[NH2-].[Pt+2]. Synergy scores: CSS=56.2, Synergy_ZIP=-2.69, Synergy_Bliss=-4.81, Synergy_Loewe=-11.3, Synergy_HSA=-0.592. Drug 1: CC(CN1CC(=O)NC(=O)C1)N2CC(=O)NC(=O)C2. Cell line: RPMI-8226. (5) Drug 1: C1=CC(=CC=C1CCC2=CNC3=C2C(=O)NC(=N3)N)C(=O)NC(CCC(=O)O)C(=O)O. Cell line: NCI-H226. Synergy scores: CSS=6.31, Synergy_ZIP=-2.34, Synergy_Bliss=-1.84, Synergy_Loewe=-1.26, Synergy_HSA=-0.131. Drug 2: CN1C2=C(C=C(C=C2)N(CCCl)CCCl)N=C1CCCC(=O)O.Cl. (6) Drug 1: CC1=CC=C(C=C1)C2=CC(=NN2C3=CC=C(C=C3)S(=O)(=O)N)C(F)(F)F. Drug 2: N.N.Cl[Pt+2]Cl. Cell line: HL-60(TB). Synergy scores: CSS=54.2, Synergy_ZIP=0.786, Synergy_Bliss=-1.54, Synergy_Loewe=-16.3, Synergy_HSA=-2.18. (7) Drug 1: C1CN1C2=NC(=NC(=N2)N3CC3)N4CC4. Drug 2: CCN(CC)CCCC(C)NC1=C2C=C(C=CC2=NC3=C1C=CC(=C3)Cl)OC. Cell line: HOP-62. Synergy scores: CSS=33.8, Synergy_ZIP=-2.57, Synergy_Bliss=-3.03, Synergy_Loewe=-10.4, Synergy_HSA=-1.08.